Dataset: Reaction yield outcomes from USPTO patents with 853,638 reactions. Task: Predict the reaction yield, written as a fraction of the theoretical maximum amount of product (1.0 means a 100% yield; for example, 0.34 means a 34% yield). (1) The reactants are [OH:1][C:2]1[N:6]([C:7]2[CH:8]=[C:9]([CH:12]=[CH:13][CH:14]=2)[C:10]#[N:11])[N:5]=[C:4]([C:15]([F:18])([F:17])[F:16])[CH:3]=1.CC(OC(/N=N/C(OC(C)C)=O)=O)C.[CH3:33][O:34][C:35]1[CH:43]=[CH:42][CH:41]=[CH:40][C:36]=1[CH2:37][CH2:38]O. The catalyst is C1COCC1. The product is [CH3:33][O:34][C:35]1[CH:43]=[CH:42][CH:41]=[CH:40][C:36]=1[CH2:37][CH2:38][O:1][C:2]1[N:6]([C:7]2[CH:8]=[C:9]([CH:12]=[CH:13][CH:14]=2)[C:10]#[N:11])[N:5]=[C:4]([C:15]([F:18])([F:17])[F:16])[CH:3]=1. The yield is 0.281. (2) The reactants are [CH2:1]([O:3][C:4](=[O:23])[C@H:5]([C:7]1[C:8]([CH3:22])=[N:9][C:10]2[N:11]([N:14]=[C:15]([C:17]([O:19][CH2:20][CH3:21])=[O:18])[CH:16]=2)[C:12]=1[I:13])[OH:6])[CH3:2].Cl(O)(=O)(=O)=O. The catalyst is C(Cl)Cl.C(OC(C)(C)C)(=O)C. The product is [C:7]([O:6][C@@H:5]([C:7]1[C:8]([CH3:22])=[N:9][C:10]2[N:11]([N:14]=[C:15]([C:17]([O:19][CH2:20][CH3:21])=[O:18])[CH:16]=2)[C:12]=1[I:13])[C:4]([O:3][CH2:1][CH3:2])=[O:23])([CH3:8])([CH3:12])[CH3:5]. The yield is 0.677. (3) The reactants are C(OC(=O)[NH:7][CH:8]([CH2:36][C:37]1[CH:42]=[CH:41][C:40]([F:43])=[CH:39][CH:38]=1)[C:9]([N:11]1[CH2:16][CH2:15][N:14]([CH:17]([C:29](=[O:32])[NH:30][CH3:31])[CH2:18][C:19]2[CH:28]=[CH:27][C:26]3[C:21](=[CH:22][CH:23]=[CH:24][CH:25]=3)[CH:20]=2)[CH2:13][CH:12]1[CH2:33][O:34][CH3:35])=[O:10])(C)(C)C.[Cl:45]CCCl. The catalyst is Cl.O1CCOCC1. The product is [ClH:45].[NH2:7][CH:8]([CH2:36][C:37]1[CH:42]=[CH:41][C:40]([F:43])=[CH:39][CH:38]=1)[C:9]([N:11]1[CH2:16][CH2:15][N:14]([CH:17]([CH2:18][C:19]2[CH:28]=[CH:27][C:26]3[C:21](=[CH:22][CH:23]=[CH:24][CH:25]=3)[CH:20]=2)[C:29]([NH:30][CH3:31])=[O:32])[CH2:13][CH:12]1[CH2:33][O:34][CH3:35])=[O:10]. The yield is 0.980. (4) The reactants are [Br:1][C:2]1[CH:7]=[CH:6][C:5]([OH:8])=[C:4]([C:9]2([CH3:15])[CH2:14][CH2:13][CH2:12][CH2:11][CH2:10]2)[CH:3]=1.C(N(CC)CC)C.[Si:23](Cl)([C:26]([CH3:29])([CH3:28])[CH3:27])([CH3:25])[CH3:24].O. The catalyst is CN(C1C=CN=CC=1)C.CN(C=O)C. The product is [Br:1][C:2]1[CH:7]=[CH:6][C:5]([O:8][Si:23]([C:26]([CH3:29])([CH3:28])[CH3:27])([CH3:25])[CH3:24])=[C:4]([C:9]2([CH3:15])[CH2:14][CH2:13][CH2:12][CH2:11][CH2:10]2)[CH:3]=1. The yield is 0.980. (5) The reactants are [NH2:1][C:2]1[C:11]([CH3:12])=[CH:10][C:9]([Br:13])=[CH:8][C:3]=1[C:4]([O:6][CH3:7])=[O:5].C(OC(=O)C)(=O)C.C([O-])(=O)C.[K+].[N:26](OCCC(C)C)=O. The catalyst is C(Cl)(Cl)Cl. The product is [Br:13][C:9]1[CH:10]=[C:11]2[C:2](=[C:3]([C:4]([O:6][CH3:7])=[O:5])[CH:8]=1)[NH:1][N:26]=[CH:12]2. The yield is 0.860. (6) The reactants are N(C(OCC)=O)=NC(OCC)=O.[C:13]([C:17]1[CH:22]=[CH:21][C:20]([OH:23])=[CH:19][CH:18]=1)([CH3:16])([CH3:15])[CH3:14].O[CH2:25][CH2:26][N:27]1[C:31](=[O:32])[C:30]2=[CH:33][CH:34]=[CH:35][CH:36]=[C:29]2[C:28]1=[O:37].C1(P(C2C=CC=CC=2)C2C=CC=CC=2)C=CC=CC=1. The catalyst is O1CCCC1.C(OCC)(=O)C. The product is [C:13]([C:17]1[CH:18]=[CH:19][C:20]([O:23][CH2:25][CH2:26][N:27]2[C:28](=[O:37])[C:29]3[C:30](=[CH:33][CH:34]=[CH:35][CH:36]=3)[C:31]2=[O:32])=[CH:21][CH:22]=1)([CH3:16])([CH3:14])[CH3:15]. The yield is 0.200. (7) The reactants are Cl.[C:2]1([CH:8]2[C:15](=[O:16])[N:14]3[CH:9]2[CH2:10][CH2:11][CH2:12][CH2:13]3)[CH:7]=[CH:6][CH:5]=[CH:4][CH:3]=1.[CH3:17][OH:18]. No catalyst specified. The product is [CH3:17][O:18][C:15]([CH:8]([CH:9]1[NH:14][CH2:13][CH2:12][CH2:11][CH2:10]1)[C:2]1[CH:7]=[CH:6][CH:5]=[CH:4][CH:3]=1)=[O:16]. The yield is 0.769.